This data is from hERG Central: cardiac toxicity at 1µM, 10µM, and general inhibition. The task is: Predict hERG channel inhibition at various concentrations. The drug is Cc1cccc(Cn2c(N3CCCCC3C)nc3c2c(=O)[nH]c(=O)n3C)c1. Results: hERG_inhib (hERG inhibition (general)): blocker.